Dataset: Full USPTO retrosynthesis dataset with 1.9M reactions from patents (1976-2016). Task: Predict the reactants needed to synthesize the given product. (1) Given the product [F:30][C:29]([F:32])([F:31])[C:27]([OH:33])=[O:28].[N:14]1([C:12](=[O:13])/[CH:11]=[CH:10]/[C@@H:9]([NH2:5])[CH2:23][CH:24]([CH3:26])[CH3:25])[C:22]2[C:17](=[CH:18][CH:19]=[CH:20][CH:21]=2)[CH2:16][CH2:15]1, predict the reactants needed to synthesize it. The reactants are: CC([N:5]([C@@H:9]([CH2:23][CH:24]([CH3:26])[CH3:25])/[CH:10]=[CH:11]/[C:12]([N:14]1[C:22]2[C:17](=[CH:18][CH:19]=[CH:20][CH:21]=2)[CH2:16][CH2:15]1)=[O:13])C(=O)[O-])(C)C.[C:27]([OH:33])([C:29]([F:32])([F:31])[F:30])=[O:28]. (2) Given the product [O:1]=[C:2]1[C:10]2[C:5](=[CH:6][CH:7]=[CH:8][CH:9]=2)[C:4](=[O:11])[N:3]1[CH2:12][CH2:13][CH:14]([CH3:20])[C:15]([O:17][CH2:18][CH3:19])=[O:16], predict the reactants needed to synthesize it. The reactants are: [O:1]=[C:2]1[C:10]2[C:5](=[CH:6][CH:7]=[CH:8][CH:9]=2)[C:4](=[O:11])[N:3]1[CH2:12]/[CH:13]=[C:14](\[CH3:20])/[C:15]([O:17][CH2:18][CH3:19])=[O:16].